Dataset: Catalyst prediction with 721,799 reactions and 888 catalyst types from USPTO. Task: Predict which catalyst facilitates the given reaction. (1) Reactant: [NH2:1][C:2]1[CH:3]=[C:4]([CH3:10])[C:5](=[O:9])[N:6]([CH3:8])[CH:7]=1.[Cl:11][C:12]1[CH:19]=[CH:18][C:15]([CH:16]=O)=[CH:14][CH:13]=1.[CH:20]1([C:23](=[O:32])[CH2:24][C:25](=[O:31])[C:26](OCC)=[O:27])C[CH2:21]1. Product: [Cl:11][C:12]1[CH:19]=[CH:18][C:15]([CH:16]2[C:24]([C:23](=[O:32])[CH2:20][CH3:21])=[C:25]([OH:31])[C:26](=[O:27])[N:1]2[C:2]2[CH:3]=[C:4]([CH3:10])[C:5](=[O:9])[N:6]([CH3:8])[CH:7]=2)=[CH:14][CH:13]=1. The catalyst class is: 15. (2) Reactant: [F:1][C:2]1[CH:3]=[CH:4][C:5]([N:8]([C:10](=O)[CH2:11][CH2:12][N:13]2[CH2:17][CH2:16][CH2:15][CH2:14]2)N)=[N:6][CH:7]=1.C1(P(C2C=CC=CC=2)C2C=CC=CC=2)C=CC=CC=1.C([N:40](CC)CC)C.ClC(Cl)(Cl)C(Cl)(Cl)Cl. Product: [F:1][C:2]1[CH:3]=[CH:4][C:5]2[N:8]([C:10]([CH2:11][CH2:12][N:13]3[CH2:17][CH2:16][CH2:15][CH2:14]3)=[N:40][N:6]=2)[CH:7]=1. The catalyst class is: 1. (3) Reactant: [C:1]([C:3]1[CH:4]=[N:5][C:6]([NH:21][CH2:22][C:23]2[CH:28]=[CH:27][C:26](B3OC(C)(C)C(C)(C)O3)=[CH:25][CH:24]=2)=[C:7]([CH:20]=1)[C:8]([NH:10][C@H:11]([C:13]1[CH:18]=[CH:17][C:16]([F:19])=[CH:15][CH:14]=1)[CH3:12])=[O:9])#[N:2].[NH2:38][C:39]1[N:47]=[CH:46][C:45](Br)=[CH:44][C:40]=1[C:41]([NH2:43])=[O:42].C([O-])([O-])=O.[K+].[K+]. Product: [NH2:38][C:39]1[N:47]=[CH:46][C:45]([C:26]2[CH:27]=[CH:28][C:23]([CH2:22][NH:21][C:6]3[N:5]=[CH:4][C:3]([C:1]#[N:2])=[CH:20][C:7]=3[C:8]([NH:10][C@H:11]([C:13]3[CH:18]=[CH:17][C:16]([F:19])=[CH:15][CH:14]=3)[CH3:12])=[O:9])=[CH:24][CH:25]=2)=[CH:44][C:40]=1[C:41](=[O:42])[NH2:43]. The catalyst class is: 38. (4) Reactant: Cl.[NH:2]1[CH2:5][CH:4]([OH:6])[CH2:3]1.[CH3:7][O:8][CH2:9][CH2:10][O:11][C:12]1[CH:17]=[CH:16][N:15]2[C:18]([C:21]3[CH:30]=[CH:29][C:28]4[C:23](=[C:24]([N:31]5[CH2:36][CH2:35][C:34](=O)[CH2:33][CH2:32]5)[CH:25]=[CH:26][CH:27]=4)[N:22]=3)=[CH:19][N:20]=[C:14]2[CH:13]=1.C(N(C(C)C)C(C)C)C.[BH4-].[Na+].C(=O)(O)[O-].[Na+]. Product: [CH3:7][O:8][CH2:9][CH2:10][O:11][C:12]1[CH:17]=[CH:16][N:15]2[C:18]([C:21]3[CH:30]=[CH:29][C:28]4[C:23](=[C:24]([N:31]5[CH2:36][CH2:35][CH:34]([N:2]6[CH2:5][CH:4]([OH:6])[CH2:3]6)[CH2:33][CH2:32]5)[CH:25]=[CH:26][CH:27]=4)[N:22]=3)=[CH:19][N:20]=[C:14]2[CH:13]=1. The catalyst class is: 92.